Task: Predict the product of the given reaction.. Dataset: Forward reaction prediction with 1.9M reactions from USPTO patents (1976-2016) (1) Given the reactants [CH3:1][C:2]1[CH:7]=[CH:6][CH:5]=[C:4]([SH:8])[CH:3]=1.[OH-].[K+].Br[C:12]([CH3:21])([CH3:20])[C:13]([O:15][C:16]([CH3:19])([CH3:18])[CH3:17])=[O:14], predict the reaction product. The product is: [CH3:20][C:12]([S:8][C:4]1[CH:5]=[CH:6][CH:7]=[C:2]([CH3:1])[CH:3]=1)([CH3:21])[C:13]([O:15][C:16]([CH3:19])([CH3:18])[CH3:17])=[O:14]. (2) Given the reactants [CH2:1]([O:3][C:4](=[O:15])[C:5](=O)[C:6]([CH:11]1[CH2:13][CH2:12]1)=[CH:7][N:8](C)C)[CH3:2].Cl.[Cl:17][C:18]1[CH:23]=[CH:22][CH:21]=[C:20]([Cl:24])[C:19]=1[NH:25]N.Cl, predict the reaction product. The product is: [CH2:1]([O:3][C:4]([C:5]1[N:25]([C:19]2[C:18]([Cl:17])=[CH:23][CH:22]=[CH:21][C:20]=2[Cl:24])[N:8]=[CH:7][C:6]=1[CH:11]1[CH2:13][CH2:12]1)=[O:15])[CH3:2]. (3) The product is: [N+:1]([C:4]1[CH:5]=[C:6]2[C:10](=[CH:11][CH:12]=1)[NH:9][CH:8]=[C:7]2[C:13]#[N:16])([O-:3])=[O:2]. Given the reactants [N+:1]([C:4]1[CH:5]=[C:6]2[C:10](=[CH:11][CH:12]=1)[NH:9][CH:8]=[C:7]2[CH:13]=O)([O-:3])=[O:2].Cl.[NH2:16]O.[OH-].[Na+], predict the reaction product. (4) The product is: [C:24]1([C:2]2[CH:3]=[CH:4][C:5]3[C:6]4[N:14]([CH2:15][CH2:16][CH2:17][C:18](=[O:20])[CH3:19])[C:13]([CH2:21][CH2:22][CH3:23])=[N:12][C:7]=4[CH:8]=[N:9][C:10]=3[CH:11]=2)[CH:29]=[CH:28][CH:27]=[CH:26][CH:25]=1. Given the reactants Br[C:2]1[CH:3]=[CH:4][C:5]2[C:6]3[N:14]([CH2:15][CH2:16][CH2:17][C:18](=[O:20])[CH3:19])[C:13]([CH2:21][CH2:22][CH3:23])=[N:12][C:7]=3[CH:8]=[N:9][C:10]=2[CH:11]=1.[C:24]1(B(O)O)[CH:29]=[CH:28][CH:27]=[CH:26][CH:25]=1.C1(P(C2C=CC=CC=2)C2C=CC=CC=2)C=CC=CC=1.C(=O)([O-])[O-].[Na+].[Na+], predict the reaction product. (5) Given the reactants [Br:1][C:2]1[N:3]=[C:4]([NH:10][C:11]2[CH:12]=[C:13]3[C:18](=[CH:19][CH:20]=2)[CH2:17][NH:16][CH2:15][CH2:14]3)[C:5](=[O:9])[N:6]([CH3:8])[CH:7]=1.C=O.[BH-](OC(C)=O)(OC(C)=O)O[C:25](C)=O.[Na+].CC(O)=O.[OH-].[Na+], predict the reaction product. The product is: [Br:1][C:2]1[N:3]=[C:4]([NH:10][C:11]2[CH:12]=[C:13]3[C:18](=[CH:19][CH:20]=2)[CH2:17][N:16]([CH3:25])[CH2:15][CH2:14]3)[C:5](=[O:9])[N:6]([CH3:8])[CH:7]=1. (6) Given the reactants [F:1][C:2]([F:19])([F:18])[C:3]1[CH:4]=[C:5]([CH:15]=[CH:16][CH:17]=1)[CH2:6][O:7][N:8]=[C:9]1[CH2:14][CH2:13][NH:12][CH2:11][CH2:10]1.C([N:22]([CH2:25][CH3:26])CC)C.[N+](C1C=[CH:34][C:33]([CH2:36][S:37](Cl)(=[O:39])=[O:38])=CC=1)([O-])=O.[C:41]([O-])(O)=O.[Na+].[NH4+].[Cl-], predict the reaction product. The product is: [F:19][C:2]([F:1])([F:18])[C:3]1[CH:4]=[C:5]([CH:15]=[CH:16][CH:17]=1)[CH2:6][O:7][N:8]=[C:9]1[CH2:14][CH2:13][N:12]([S:37]([C:36]2[CH:41]=[CH:26][C:25]([NH2:22])=[CH:34][CH:33]=2)(=[O:38])=[O:39])[CH2:11][CH2:10]1.